Dataset: Full USPTO retrosynthesis dataset with 1.9M reactions from patents (1976-2016). Task: Predict the reactants needed to synthesize the given product. (1) Given the product [C:13]([O:17][CH2:18][CH:19]=[N:7][C:6]1[CH:8]=[CH:9][C:3]([O:2][CH3:1])=[CH:4][C:5]=1[N+:10]([O-:12])=[O:11])(=[O:16])[CH3:14], predict the reactants needed to synthesize it. The reactants are: [CH3:1][O:2][C:3]1[CH:9]=[CH:8][C:6]([NH2:7])=[C:5]([N+:10]([O-:12])=[O:11])[CH:4]=1.[C:13]([O:17][CH2:18][CH3:19])(=[O:16])[CH:14]=O.C1(C)C=CC=CC=1. (2) Given the product [NH2:1][C:2]1[N:7]=[C:6]([N:8]2[C:16]3[C:11](=[CH:12][CH:13]=[C:14]([C:40]#[C:39][C:37]([OH:41])([C:33]4[S:32][CH:36]=[CH:35][N:34]=4)[CH3:38])[CH:15]=3)[CH:10]=[N:9]2)[C:5]([NH:18][C:19]([C:21]2([CH3:25])[CH2:24][O:23][CH2:22]2)=[O:20])=[CH:4][N:3]=1, predict the reactants needed to synthesize it. The reactants are: [NH2:1][C:2]1[N:7]=[C:6]([N:8]2[C:16]3[C:11](=[CH:12][CH:13]=[C:14](I)[CH:15]=3)[CH:10]=[N:9]2)[C:5]([NH:18][C:19]([C:21]2([CH3:25])[CH2:24][O:23][CH2:22]2)=[O:20])=[CH:4][N:3]=1.N1CCCCC1.[S:32]1[CH:36]=[CH:35][N:34]=[C:33]1[C:37]([OH:41])([C:39]#[CH:40])[CH3:38]. (3) Given the product [CH2:28]([N:3]([CH2:1][CH3:2])[CH2:4][CH2:5][O:6][C:7]1[CH:8]=[CH:9][C:10]2[C:14]3[CH:15]=[CH:16][C:17]([O:19][CH2:20][CH2:21][N:22]([CH2:25][CH3:26])[CH2:23][CH3:24])=[CH:18][C:13]=3[S:12](=[O:33])[C:11]=2[CH:27]=1)[CH3:29], predict the reactants needed to synthesize it. The reactants are: [CH2:1]([N:3]([CH2:28][CH3:29])[CH2:4][CH2:5][O:6][C:7]1[CH:8]=[CH:9][C:10]2[C:14]3[CH:15]=[CH:16][C:17]([O:19][CH2:20][CH2:21][N:22]([CH2:25][CH3:26])[CH2:23][CH3:24])=[CH:18][C:13]=3[S:12][C:11]=2[CH:27]=1)[CH3:2].C1C[O:33]CC1. (4) Given the product [Cl:1][C:2]1[C:7]([NH:39][S:40]([N:43]([CH3:45])[CH3:44])(=[O:42])=[O:41])=[CH:6][C:5]([C:8]2[CH:9]=[C:10]3[C:15](=[CH:16][CH:17]=2)[N:14]=[CH:13][C:12](=[O:18])[N:11]3[C:19]2[CH:20]=[CH:21][CH:22]=[CH:23][CH:24]=2)=[CH:4][N:3]=1, predict the reactants needed to synthesize it. The reactants are: [Cl:1][C:2]1(NS(N(C)C)(=O)=O)[CH:7]=[CH:6][C:5]([C:8]2[CH:9]=[C:10]3[C:15](=[CH:16][CH:17]=2)[N:14]=[CH:13][C:12](=[O:18])[N:11]3[C:19]2[CH:24]=[CH:23][CH:22]=[CH:21][CH:20]=2)=[CH:4][NH:3]1.ClC1C([NH:39][S:40]([N:43]([CH3:45])[CH3:44])(=[O:42])=[O:41])=CC(B2OC(C)(C)C(C)(C)O2)=CN=1.BrC1C=C2C(N=CC(=O)N2C2C=CC=CC=2)=CC=1.C(=O)([O-])[O-].[Na+].[Na+].